From a dataset of Forward reaction prediction with 1.9M reactions from USPTO patents (1976-2016). Predict the product of the given reaction. (1) The product is: [OH:6][C:5]1[CH:4]=[C:3]([C:2]([F:15])([F:14])[F:1])[CH:12]=[CH:13][N:20]=1. Given the reactants [F:1][C:2]([F:15])([F:14])[CH:3]([CH2:12][CH3:13])[CH:4]=[C:5](OCC)[O:6]CC.C([O-])(=O)C.[NH4+:20].C(O)C.C(O)(=O)C, predict the reaction product. (2) Given the reactants [N+:1]([C:4]1[CH:5]=[CH:6][C:7]([NH:10][C:11](=[O:17])[O:12][C:13]([CH3:16])([CH3:15])[CH3:14])=[N:8][CH:9]=1)([O-])=O, predict the reaction product. The product is: [NH2:1][C:4]1[CH:5]=[CH:6][C:7]([NH:10][C:11](=[O:17])[O:12][C:13]([CH3:15])([CH3:14])[CH3:16])=[N:8][CH:9]=1.